The task is: Predict which catalyst facilitates the given reaction.. This data is from Catalyst prediction with 721,799 reactions and 888 catalyst types from USPTO. Reactant: C(OC([N:8]1[CH2:14][CH2:13][CH2:12][N:11]([C:15]2[N:19]([CH2:20][CH2:21][O:22][CH2:23][CH:24]3[CH2:26][CH2:25]3)[C:18]3[CH:27]=[CH:28][CH:29]=[CH:30][C:17]=3[N:16]=2)[CH2:10][CH2:9]1)=O)(C)(C)C.[ClH:31]. Product: [ClH:31].[ClH:31].[CH:24]1([CH2:23][O:22][CH2:21][CH2:20][N:19]2[C:18]3[CH:27]=[CH:28][CH:29]=[CH:30][C:17]=3[N:16]=[C:15]2[N:11]2[CH2:12][CH2:13][CH2:14][NH:8][CH2:9][CH2:10]2)[CH2:25][CH2:26]1. The catalyst class is: 12.